This data is from Full USPTO retrosynthesis dataset with 1.9M reactions from patents (1976-2016). The task is: Predict the reactants needed to synthesize the given product. (1) Given the product [Cl:36][C:33]1[CH:34]=[CH:35][C:30]([C:20]2[N:19]([CH:12]([CH:13]3[CH2:18][CH2:17][CH2:16][CH2:15][CH2:14]3)[C:11]([NH:10][C:7]3[CH:8]=[CH:9][C:4]([C:3]([OH:38])=[O:2])=[CH:5][N:6]=3)=[O:37])[C:23]3[CH:24]=[C:25]([F:29])[C:26]([F:28])=[CH:27][C:22]=3[N:21]=2)=[CH:31][CH:32]=1, predict the reactants needed to synthesize it. The reactants are: C[O:2][C:3](=[O:38])[C:4]1[CH:9]=[CH:8][C:7]([NH:10][C:11](=[O:37])[CH:12]([N:19]2[C:23]3[CH:24]=[C:25]([F:29])[C:26]([F:28])=[CH:27][C:22]=3[N:21]=[C:20]2[C:30]2[CH:35]=[CH:34][C:33]([Cl:36])=[CH:32][CH:31]=2)[CH:13]2[CH2:18][CH2:17][CH2:16][CH2:15][CH2:14]2)=[N:6][CH:5]=1.O.[OH-].[Li+]. (2) Given the product [C:27]([O:26][C:24]([N:11]([CH2:10][CH2:9][NH:8][C:6]([O:5][C:1]([CH3:3])([CH3:4])[CH3:2])=[O:7])[C:12]1[CH:17]=[CH:16][C:15]([CH2:18][C:19]([O:21][CH3:22])=[O:20])=[CH:14][N+:13]=1[O-:23])=[O:25])([CH3:30])([CH3:29])[CH3:28], predict the reactants needed to synthesize it. The reactants are: [C:1]([O:5][C:6]([NH:8][CH2:9][CH2:10][NH:11][C:12]1[CH:17]=[CH:16][C:15]([CH2:18][C:19]([O:21][CH3:22])=[O:20])=[CH:14][N+:13]=1[O-:23])=[O:7])([CH3:4])([CH3:3])[CH3:2].[C:24](O[C:24]([O:26][C:27]([CH3:30])([CH3:29])[CH3:28])=[O:25])([O:26][C:27]([CH3:30])([CH3:29])[CH3:28])=[O:25]. (3) Given the product [F:40][CH:41]([F:44])[CH2:42][NH:43][C:9]1[N:14]=[C:13]2[O:15][C:16]([C:22]3[CH:27]=[CH:26][C:25]([F:28])=[CH:24][CH:23]=3)=[C:17]([C:18](=[O:21])[NH:19][CH3:20])[C:12]2=[CH:11][C:10]=1[C:29]1[CH:30]=[CH:31][C:32]([O:38][CH3:39])=[C:33]([CH:37]=1)[C:34]([OH:36])=[O:35], predict the reactants needed to synthesize it. The reactants are: CC([O-])(CC)C.[Na+].Cl[C:9]1[N:14]=[C:13]2[O:15][C:16]([C:22]3[CH:27]=[CH:26][C:25]([F:28])=[CH:24][CH:23]=3)=[C:17]([C:18](=[O:21])[NH:19][CH3:20])[C:12]2=[CH:11][C:10]=1[C:29]1[CH:30]=[CH:31][C:32]([O:38][CH3:39])=[C:33]([CH:37]=1)[C:34]([OH:36])=[O:35].[F:40][CH:41]([F:44])[CH2:42][NH2:43].N#N. (4) Given the product [F:18][C:19]([F:28])([F:29])[CH:20]1[CH2:25][CH2:24][CH2:23][CH:22]([CH2:26][NH:27][C:15]([C:4]2[C:3]3[C:7](=[CH:8][CH:9]=[CH:10][C:2]=3[Cl:1])[N:6]([CH:11]3[CH2:12][O:13][CH2:14]3)[CH:5]=2)=[O:17])[CH2:21]1, predict the reactants needed to synthesize it. The reactants are: [Cl:1][C:2]1[CH:10]=[CH:9][CH:8]=[C:7]2[C:3]=1[C:4]([C:15]([OH:17])=O)=[CH:5][N:6]2[CH:11]1[CH2:14][O:13][CH2:12]1.[F:18][C:19]([F:29])([F:28])[CH:20]1[CH2:25][CH2:24][CH2:23][CH:22]([CH2:26][NH2:27])[CH2:21]1. (5) Given the product [C:1]([O:5][C:6]([N:8]1[CH2:13][CH2:12][CH:11]([O:14][C:23]2[C:22]([Cl:25])=[CH:21][N:20]=[CH:19][C:18]=2[Cl:17])[CH2:10][CH2:9]1)=[O:7])([CH3:4])([CH3:2])[CH3:3], predict the reactants needed to synthesize it. The reactants are: [C:1]([O:5][C:6]([N:8]1[CH2:13][CH2:12][CH:11]([OH:14])[CH2:10][CH2:9]1)=[O:7])([CH3:4])([CH3:3])[CH3:2].[H-].[Na+].[Cl:17][C:18]1[CH:19]=[N:20][CH:21]=[C:22]([Cl:25])[C:23]=1Cl. (6) Given the product [N:17]1[NH:22][N:23]=[N:24][C:16]=1[C:15]1[C:6]2[N:5]=[CH:4][NH:3][C:2](=[S:1])[C:7]=2[N:8]2[C:14]=1[CH2:13][CH2:12][CH2:11][CH2:10][CH2:9]2, predict the reactants needed to synthesize it. The reactants are: [S:1]=[C:2]1[C:7]2[N:8]3[C:14](=[C:15]([C:16]#[N:17])[C:6]=2[N:5]=[CH:4][NH:3]1)[CH2:13][CH2:12][CH2:11][CH2:10][CH2:9]3.[Al+3].[Cl-].[Cl-].[Cl-].[N-:22]=[N+:23]=[N-:24].[Na+].Cl. (7) Given the product [S:11]1[C:7]([N:6]([C:5]([O:4][CH2:3][C:2]([Cl:1])([Cl:13])[Cl:14])=[O:12])[C@H:35]([C:36]([O:38][CH3:39])=[O:37])[CH2:40][CH:41]([CH3:43])[CH3:42])=[CH:8][CH:9]=[N:10]1, predict the reactants needed to synthesize it. The reactants are: [Cl:1][C:2]([Cl:14])([Cl:13])[CH2:3][O:4][C:5](=[O:12])[NH:6][C:7]1[S:11][N:10]=[CH:9][CH:8]=1.C1(P(C2C=CC=CC=2)C2C=CC=CC=2)C=CC=CC=1.O[CH:35]([CH2:40][CH:41]([CH3:43])[CH3:42])[C:36]([O:38][CH3:39])=[O:37].CC(OC(/N=N/C(OC(C)C)=O)=O)C. (8) Given the product [Br:11][CH2:8][CH2:7][C:2]1[CH:3]=[CH:4][CH:5]=[CH:6][N:1]=1, predict the reactants needed to synthesize it. The reactants are: [N:1]1[CH:6]=[CH:5][CH:4]=[CH:3][C:2]=1[CH2:7][CH2:8]O.P(Br)(Br)[Br:11].C(=O)(O)[O-]. (9) Given the product [F:11][C:10]([F:12])([F:13])[C:9]1[CH:8]=[CH:7][C:6]([C:14]([F:17])([F:16])[F:15])=[C:5]([NH2:18])[C:4]=1[NH2:1], predict the reactants needed to synthesize it. The reactants are: [N+:1]([C:4]1[C:9]([C:10]([F:13])([F:12])[F:11])=[CH:8][CH:7]=[C:6]([C:14]([F:17])([F:16])[F:15])[C:5]=1[NH2:18])([O-])=O.O.O.Cl[Sn]Cl.